From a dataset of NCI-60 drug combinations with 297,098 pairs across 59 cell lines. Regression. Given two drug SMILES strings and cell line genomic features, predict the synergy score measuring deviation from expected non-interaction effect. (1) Drug 1: C1CCC(C1)C(CC#N)N2C=C(C=N2)C3=C4C=CNC4=NC=N3. Drug 2: CCC(=C(C1=CC=CC=C1)C2=CC=C(C=C2)OCCN(C)C)C3=CC=CC=C3.C(C(=O)O)C(CC(=O)O)(C(=O)O)O. Cell line: MOLT-4. Synergy scores: CSS=8.39, Synergy_ZIP=-1.29, Synergy_Bliss=2.18, Synergy_Loewe=1.26, Synergy_HSA=1.82. (2) Drug 1: CC12CCC(CC1=CCC3C2CCC4(C3CC=C4C5=CN=CC=C5)C)O. Drug 2: CS(=O)(=O)C1=CC(=C(C=C1)C(=O)NC2=CC(=C(C=C2)Cl)C3=CC=CC=N3)Cl. Cell line: TK-10. Synergy scores: CSS=8.80, Synergy_ZIP=-0.810, Synergy_Bliss=4.50, Synergy_Loewe=2.95, Synergy_HSA=3.62. (3) Drug 1: C1=CC(=C2C(=C1NCCNCCO)C(=O)C3=C(C=CC(=C3C2=O)O)O)NCCNCCO. Drug 2: CCC1=C2CN3C(=CC4=C(C3=O)COC(=O)C4(CC)O)C2=NC5=C1C=C(C=C5)O. Cell line: UACC-257. Synergy scores: CSS=26.1, Synergy_ZIP=-2.20, Synergy_Bliss=2.07, Synergy_Loewe=-8.73, Synergy_HSA=2.18. (4) Drug 1: CC1=C(C=C(C=C1)NC2=NC=CC(=N2)N(C)C3=CC4=NN(C(=C4C=C3)C)C)S(=O)(=O)N.Cl. Drug 2: C1=CC(=CC=C1C#N)C(C2=CC=C(C=C2)C#N)N3C=NC=N3. Cell line: MDA-MB-435. Synergy scores: CSS=-2.86, Synergy_ZIP=4.29, Synergy_Bliss=7.58, Synergy_Loewe=4.44, Synergy_HSA=2.76.